This data is from Forward reaction prediction with 1.9M reactions from USPTO patents (1976-2016). The task is: Predict the product of the given reaction. (1) Given the reactants [CH3:1][O:2][C:3]1[CH:12]=[C:11]([O:13][CH3:14])[CH:10]=[C:9]2[C:4]=1[CH:5]=[N:6][NH:7][C:8]2=O.P(Cl)(Cl)([Cl:18])=O.[OH-].[Na+], predict the reaction product. The product is: [Cl:18][C:8]1[C:9]2[C:4](=[C:3]([O:2][CH3:1])[CH:12]=[C:11]([O:13][CH3:14])[CH:10]=2)[CH:5]=[N:6][N:7]=1. (2) Given the reactants [NH:1]1[C:9]2[C:4](=[CH:5][C:6]([O:10][C:11]3[CH:16]=[CH:15][N:14]=[C:13]([CH2:17][N:18]([CH3:26])[C:19](=[O:25])[O:20][C:21]([CH3:24])([CH3:23])[CH3:22])[CH:12]=3)=[CH:7][CH:8]=2)[CH:3]=[CH:2]1.[CH:27]1([C:30]2[N:34]([CH3:35])[N:33]=[C:32]([NH:36][C:37](=O)[O:38]C3C=CC=CC=3)[CH:31]=2)[CH2:29][CH2:28]1.[H-].[Na+], predict the reaction product. The product is: [CH:27]1([C:30]2[N:34]([CH3:35])[N:33]=[C:32]([NH:36][C:37]([N:1]3[C:9]4[C:4](=[CH:5][C:6]([O:10][C:11]5[CH:16]=[CH:15][N:14]=[C:13]([CH2:17][N:18]([CH3:26])[C:19](=[O:25])[O:20][C:21]([CH3:22])([CH3:23])[CH3:24])[CH:12]=5)=[CH:7][CH:8]=4)[CH:3]=[CH:2]3)=[O:38])[CH:31]=2)[CH2:28][CH2:29]1. (3) The product is: [Cl:1][C:2]1[CH:3]=[C:4]([C:9]2[CH:14]=[CH:13][C:12]([C:15]3[N:16]=[C:17](/[CH:20]=[CH:21]/[C:22]4[CH:23]=[CH:24][C:25]([O:28][CH3:29])=[CH:26][CH:27]=4)[N:18]([CH2:31][CH3:32])[CH:19]=3)=[CH:11][CH:10]=2)[CH:5]=[C:6]([Cl:8])[CH:7]=1. Given the reactants [Cl:1][C:2]1[CH:3]=[C:4]([C:9]2[CH:14]=[CH:13][C:12]([C:15]3[N:16]=[C:17](/[CH:20]=[CH:21]/[C:22]4[CH:27]=[CH:26][C:25]([O:28][CH3:29])=[CH:24][CH:23]=4)[NH:18][CH:19]=3)=[CH:11][CH:10]=2)[CH:5]=[C:6]([Cl:8])[CH:7]=1.Br[CH2:31][CH3:32], predict the reaction product. (4) Given the reactants Cl.[NH2:2][CH2:3][C:4](=O)[CH2:5][CH2:6][CH2:7][C:8]([OH:10])=[O:9].[C:12]([O:18][CH2:19][CH3:20])(=[O:17])[CH2:13][C:14]([CH3:16])=O.C(O[Na])(C)=O.Cl, predict the reaction product. The product is: [CH2:19]([O:18][C:12]([C:13]1[C:4]([CH2:5][CH2:6][CH2:7][C:8]([OH:10])=[O:9])=[CH:3][NH:2][C:14]=1[CH3:16])=[O:17])[CH3:20]. (5) Given the reactants [Br-].[CH3:2][O:3][C:4]1[CH:29]=[CH:28][C:7]([CH2:8][P+](C2C=CC=CC=2)(C2C=CC=CC=2)C2C=CC=CC=2)=[CH:6][C:5]=1[N+:30]([O-:32])=[O:31].C([Li])CCC.O=[C:39]1[CH2:44][CH2:43][N:42]([C:45]([O:47][CH2:48][C:49]2[CH:54]=[CH:53][CH:52]=[CH:51][CH:50]=2)=[O:46])[CH2:41][CH2:40]1, predict the reaction product. The product is: [CH3:2][O:3][C:4]1[CH:29]=[CH:28][C:7]([CH:8]=[C:39]2[CH2:44][CH2:43][N:42]([C:45]([O:47][CH2:48][C:49]3[CH:50]=[CH:51][CH:52]=[CH:53][CH:54]=3)=[O:46])[CH2:41][CH2:40]2)=[CH:6][C:5]=1[N+:30]([O-:32])=[O:31]. (6) Given the reactants Cl.Cl.[F:3][C:4]1[C:12]2[O:11][CH:10]=[CH:9][C:8]=2[C:7]([CH:13]2[CH2:18][CH2:17][N:16]([CH2:19][CH2:20][C@H:21]3[CH2:26][CH2:25][C@H:24]([NH2:27])[CH2:23][CH2:22]3)[CH2:15][CH2:14]2)=[CH:6][CH:5]=1.[CH3:28][O:29][CH2:30][CH2:31][C:32](O)=[O:33], predict the reaction product. The product is: [F:3][C:4]1[C:12]2[O:11][CH:10]=[CH:9][C:8]=2[C:7]([CH:13]2[CH2:18][CH2:17][N:16]([CH2:19][CH2:20][C@H:21]3[CH2:22][CH2:23][C@H:24]([NH:27][C:32](=[O:33])[CH2:31][CH2:30][O:29][CH3:28])[CH2:25][CH2:26]3)[CH2:15][CH2:14]2)=[CH:6][CH:5]=1. (7) Given the reactants [CH:1]1([C:9]([N:11]2[CH2:16][CH2:15][N:14]([CH:17]3[CH2:22][CH2:21][CH2:20][CH2:19][CH2:18]3)[CH2:13][CH2:12]2)=[O:10])[C:3]2([CH2:8][CH2:7][NH:6][CH2:5][CH2:4]2)[CH2:2]1.[CH2:23]([O:30][CH2:31][CH:32]=O)[C:24]1[CH:29]=[CH:28][CH:27]=[CH:26][CH:25]=1, predict the reaction product. The product is: [CH2:23]([O:30][CH2:31][CH2:32][N:6]1[CH2:7][CH2:8][C:3]2([CH:1]([C:9]([N:11]3[CH2:16][CH2:15][N:14]([CH:17]4[CH2:18][CH2:19][CH2:20][CH2:21][CH2:22]4)[CH2:13][CH2:12]3)=[O:10])[CH2:2]2)[CH2:4][CH2:5]1)[C:24]1[CH:29]=[CH:28][CH:27]=[CH:26][CH:25]=1. (8) The product is: [N+:8]([C:11]1[C:12]([NH:17][CH:18]2[CH2:23][CH2:22][NH:21][CH2:20][CH2:19]2)=[N:13][CH:14]=[CH:15][CH:16]=1)([O-:10])=[O:9]. Given the reactants C(O)(C(F)(F)F)=O.[N+:8]([C:11]1[C:12]([NH:17][CH:18]2[CH2:23][CH2:22][N:21](C(OC(C)(C)C)=O)[CH2:20][CH2:19]2)=[N:13][CH:14]=[CH:15][CH:16]=1)([O-:10])=[O:9], predict the reaction product.